Dataset: Forward reaction prediction with 1.9M reactions from USPTO patents (1976-2016). Task: Predict the product of the given reaction. (1) Given the reactants Br[C:2]1[N:7]=[C:6]([C@H:8]([O:13][C:14]2[CH:19]=[CH:18][C:17]([O:20][CH2:21][C:22]([O:24]CC)=[O:23])=[C:16]([CH3:27])[CH:15]=2)[CH2:9][CH2:10][CH2:11][CH3:12])[CH:5]=[CH:4][CH:3]=1.[CH3:28][O:29][C:30]1[CH:35]=[C:34](B2OC(C)(C)C(C)(C)O2)[CH:33]=[CH:32][C:31]=1[C:45](=[O:47])[CH3:46].C([O-])([O-])=O.[Na+].[Na+], predict the reaction product. The product is: [C:45]([C:31]1[CH:32]=[CH:33][C:34]([C:2]2[N:7]=[C:6]([C@H:8]([O:13][C:14]3[CH:19]=[CH:18][C:17]([O:20][CH2:21][C:22]([OH:24])=[O:23])=[C:16]([CH3:27])[CH:15]=3)[CH2:9][CH2:10][CH2:11][CH3:12])[CH:5]=[CH:4][CH:3]=2)=[CH:35][C:30]=1[O:29][CH3:28])(=[O:47])[CH3:46]. (2) Given the reactants [CH3:1][N:2]([CH3:23])[C:3]([C:5]1[CH:6]=[C:7]2[C:12](=[CH:13][CH:14]=1)[CH2:11][CH:10]([NH:15][C:16](=O)OC(C)(C)C)[CH2:9][CH2:8]2)=O.[Li].[OH-].[Na+].[O-]S([O-])(=O)=O.[Mg+2], predict the reaction product. The product is: [CH3:23][N:2]([CH2:3][C:5]1[CH:6]=[C:7]2[C:12](=[CH:13][CH:14]=1)[CH2:11][CH:10]([NH:15][CH3:16])[CH2:9][CH2:8]2)[CH3:1]. (3) Given the reactants [CH2:1]([N:8]=[N+:9]=[N-:10])[C:2]1[CH:7]=[CH:6][CH:5]=[CH:4][CH:3]=1.CCN(C(C)C)C(C)C.[Cl:20][C:21]1[CH:22]=[C:23]([C:28]2([C:41]([F:44])([F:43])[F:42])[O:32][N:31]=[C:30]([C:33]3[S:34][C:35]([C:39]#[CH:40])=[C:36]([CH3:38])[CH:37]=3)[CH2:29]2)[CH:24]=[C:25]([Cl:27])[CH:26]=1, predict the reaction product. The product is: [CH2:1]([N:8]1[CH:40]=[C:39]([C:35]2[S:34][C:33]([C:30]3[CH2:29][C:28]([C:23]4[CH:24]=[C:25]([Cl:27])[CH:26]=[C:21]([Cl:20])[CH:22]=4)([C:41]([F:44])([F:43])[F:42])[O:32][N:31]=3)=[CH:37][C:36]=2[CH3:38])[N:10]=[N:9]1)[C:2]1[CH:7]=[CH:6][CH:5]=[CH:4][CH:3]=1. (4) Given the reactants [O:1]=[C:2]([CH2:9][CH2:10][CH3:11])[CH2:3][C:4]([O:6][CH2:7][CH3:8])=[O:5].[CH:12](OCC)(OCC)OCC.[Br:22][C:23]1[CH:29]=[CH:28][C:26]([NH2:27])=[CH:25][CH:24]=1, predict the reaction product. The product is: [Br:22][C:23]1[CH:29]=[CH:28][C:26]([NH:27][CH:12]=[C:3]([C:2](=[O:1])[CH2:9][CH2:10][CH3:11])[C:4]([O:6][CH2:7][CH3:8])=[O:5])=[CH:25][CH:24]=1. (5) Given the reactants [CH3:1][O:2][C:3]1[CH:4]=[CH:5][C:6]([Br:13])=[C:7]([CH2:9][C:10](O)=[O:11])[CH:8]=1.CN(C=O)C.S(Cl)([Cl:21])=O, predict the reaction product. The product is: [CH3:1][O:2][C:3]1[CH:4]=[CH:5][C:6]([Br:13])=[C:7]([CH2:9][C:10]([Cl:21])=[O:11])[CH:8]=1. (6) Given the reactants [Cl:1][C:2]1[CH:7]=[CH:6][C:5]([C:8]2[N:12]([C:13]3[CH:18]=[CH:17][C:16]([Cl:19])=[CH:15][C:14]=3[Cl:20])[N:11]=[C:10]([CH2:21][OH:22])[C:9]=2[CH3:23])=[CH:4][CH:3]=1.[H-].[Na+].[CH2:26]([O:28][C:29](=[O:34])[C:30](Br)([CH3:32])[CH3:31])[CH3:27], predict the reaction product. The product is: [CH2:26]([O:28][C:29](=[O:34])[C:30]([O:22][CH2:21][C:10]1[C:9]([CH3:23])=[C:8]([C:5]2[CH:4]=[CH:3][C:2]([Cl:1])=[CH:7][CH:6]=2)[N:12]([C:13]2[CH:18]=[CH:17][C:16]([Cl:19])=[CH:15][C:14]=2[Cl:20])[N:11]=1)([CH3:32])[CH3:31])[CH3:27]. (7) The product is: [CH3:20][C:15]([S:17][S:18][CH3:19])([CH3:16])[CH2:14][CH2:13][CH2:12][O:11][C:22]1[CH:23]=[C:24]([C:33]([O:35][CH2:36][CH3:37])=[O:34])[N:25]=[C:26]([C:28]([O:30][CH2:31][CH3:32])=[O:29])[CH:27]=1. Given the reactants CC1C=CC(S([O:11][CH2:12][CH2:13][CH2:14][C:15]([CH3:20])([S:17][S:18][CH3:19])[CH3:16])(=O)=O)=CC=1.O[C:22]1[CH:27]=[C:26]([C:28]([O:30][CH2:31][CH3:32])=[O:29])[N:25]=[C:24]([C:33]([O:35][CH2:36][CH3:37])=[O:34])[CH:23]=1.C(=O)([O-])[O-].[K+].[K+], predict the reaction product. (8) Given the reactants I[C:2]1[CH:3]=[C:4]([OH:8])[CH:5]=[CH:6][CH:7]=1.IC1C=CC=CC=1.[CH2:16]([C:20]1([CH:30]2[CH2:34][CH2:33][CH2:32][CH2:31]2)[O:25][C:24](=[O:26])[CH:23]=[C:22]([O:27][CH2:28][CH3:29])[CH2:21]1)[CH2:17][C:18]#[CH:19].C(C1(C2CCCC2)OC(=O)CC(=O)C1)CC#C, predict the reaction product. The product is: [CH:30]1([C:20]2([CH2:16][CH2:17][C:18]#[C:19][C:2]3[CH:7]=[CH:6][CH:5]=[C:4]([OH:8])[CH:3]=3)[O:25][C:24](=[O:26])[CH:23]=[C:22]([O:27][CH2:28][CH3:29])[CH2:21]2)[CH2:31][CH2:32][CH2:33][CH2:34]1.